Dataset: Ames mutagenicity test results for genotoxicity prediction. Task: Regression/Classification. Given a drug SMILES string, predict its toxicity properties. Task type varies by dataset: regression for continuous values (e.g., LD50, hERG inhibition percentage) or binary classification for toxic/non-toxic outcomes (e.g., AMES mutagenicity, cardiotoxicity, hepatotoxicity). Dataset: ames. The molecule is c1ccc2c(c1)CCc1cc3ccc4c(c3cc1-2)CCCC4. The result is 1 (mutagenic).